This data is from Merck oncology drug combination screen with 23,052 pairs across 39 cell lines. The task is: Regression. Given two drug SMILES strings and cell line genomic features, predict the synergy score measuring deviation from expected non-interaction effect. Drug 1: O=C(CCCCCCC(=O)Nc1ccccc1)NO. Drug 2: COC1=C2CC(C)CC(OC)C(O)C(C)C=C(C)C(OC(N)=O)C(OC)C=CC=C(C)C(=O)NC(=CC1=O)C2=O. Cell line: A2058. Synergy scores: synergy=-6.84.